This data is from Catalyst prediction with 721,799 reactions and 888 catalyst types from USPTO. The task is: Predict which catalyst facilitates the given reaction. (1) Reactant: Cl[C:2]1[C:7]2[CH:8]=[CH:9][N:10]([CH2:11][CH3:12])[C:6]=2[C:5]([C:13]([O:15][CH2:16][CH3:17])=[O:14])=[CH:4][N:3]=1.[Cl:18][C:19]1[CH:20]=[C:21]([CH:23]=[CH:24][CH:25]=1)[NH2:22].CS(O)(=O)=O. Product: [Cl:18][C:19]1[CH:20]=[C:21]([NH:22][C:2]2[C:7]3[CH:8]=[CH:9][N:10]([CH2:11][CH3:12])[C:6]=3[C:5]([C:13]([O:15][CH2:16][CH3:17])=[O:14])=[CH:4][N:3]=2)[CH:23]=[CH:24][CH:25]=1. The catalyst class is: 12. (2) Reactant: [Br:1][C:2]1[C:7]([CH:8](O)[C:9]([CH3:12])([CH3:11])[CH3:10])=[CH:6][CH:5]=[CH:4][N:3]=1.[Li]C.C[CH2:17][O:18]CC.[C:21](=[S:23])=[S:22].CI. Product: [CH3:17][O:18][C:21](=[S:23])[S:22][CH:8]([C:7]1[C:2]([Br:1])=[N:3][CH:4]=[CH:5][CH:6]=1)[C:9]([CH3:12])([CH3:11])[CH3:10]. The catalyst class is: 1. (3) Reactant: [C:1]([O:5][C:6]([N:8]1[CH:13]([CH2:14][CH3:15])[CH2:12][CH:11]([N:16]([CH2:21][C:22]2[CH:27]=[C:26]([C:28]([F:31])([F:30])[F:29])[CH:25]=[C:24]([C:32]([F:35])([F:34])[F:33])[CH:23]=2)[C:17]([O:19][CH3:20])=[O:18])[CH2:10][CH:9]1[CH2:36][C:37](O)=[O:38])=[O:7])([CH3:4])([CH3:3])[CH3:2].C(N1C=CN=C1)(N1C=CN=C1)=O.[NH:52]1[CH2:56][CH2:55][CH2:54][CH2:53]1. Product: [C:1]([O:5][C:6]([N:8]1[CH:9]([CH2:36][C:37](=[O:38])[N:52]2[CH2:56][CH2:55][CH2:54][CH2:53]2)[CH2:10][CH:11]([N:16]([CH2:21][C:22]2[CH:27]=[C:26]([C:28]([F:30])([F:29])[F:31])[CH:25]=[C:24]([C:32]([F:35])([F:34])[F:33])[CH:23]=2)[C:17]([O:19][CH3:20])=[O:18])[CH2:12][CH:13]1[CH2:14][CH3:15])=[O:7])([CH3:3])([CH3:2])[CH3:4]. The catalyst class is: 26. (4) Reactant: C[O:2][C:3](=[O:31])[C:4]1[CH:9]=[C:8]([N:10]2[CH:15]=[CH:14][CH:13]=[CH:12][C:11]2=[O:16])[CH:7]=[CH:6][C:5]=1[NH:17][C:18](=[O:30])[CH2:19][CH2:20][NH:21][C:22]([C:24]1[S:25][C:26]([Cl:29])=[CH:27][CH:28]=1)=[O:23].[OH-].[Na+]. Product: [Cl:29][C:26]1[S:25][C:24]([C:22]([NH:21][CH2:20][CH2:19][C:18]([NH:17][C:5]2[CH:6]=[CH:7][C:8]([N:10]3[CH:15]=[CH:14][CH:13]=[CH:12][C:11]3=[O:16])=[CH:9][C:4]=2[C:3]([OH:31])=[O:2])=[O:30])=[O:23])=[CH:28][CH:27]=1. The catalyst class is: 5.